This data is from Full USPTO retrosynthesis dataset with 1.9M reactions from patents (1976-2016). The task is: Predict the reactants needed to synthesize the given product. (1) The reactants are: [CH3:1][N:2]1[CH:6]=[C:5]([C:7]([OH:9])=O)[CH:4]=[N:3]1.C1C=CC2N(O)N=NC=2C=1.[NH:20]1[CH2:25][CH2:24][O:23][CH2:22][CH2:21]1. Given the product [CH3:1][N:2]1[CH:6]=[C:5]([C:7]([N:20]2[CH2:25][CH2:24][O:23][CH2:22][CH2:21]2)=[O:9])[CH:4]=[N:3]1, predict the reactants needed to synthesize it. (2) The reactants are: [NH2:1][C:2]1[CH:7]=[C:6]([O:8][C:9]2[CH:26]=[CH:25][C:12]3[N:13]([CH3:24])[C:14]([NH:16][C:17]4[CH:22]=[CH:21][C:20]([Cl:23])=[CH:19][CH:18]=4)=[N:15][C:11]=3[CH:10]=2)[CH:5]=[CH:4][N:3]=1.C(Cl)CCl.C1C=NC2N(O)N=NC=2C=1.[C:41](O)(=[O:48])[C:42]1[CH:47]=[CH:46][CH:45]=[CH:44][CH:43]=1. Given the product [Cl:23][C:20]1[CH:21]=[CH:22][C:17]([NH:16][C:14]2[N:13]([CH3:24])[C:12]3[CH:25]=[CH:26][C:9]([O:8][C:6]4[CH:5]=[CH:4][N:3]=[C:2]([NH:1][C:41](=[O:48])[C:42]5[CH:47]=[CH:46][CH:45]=[CH:44][CH:43]=5)[CH:7]=4)=[CH:10][C:11]=3[N:15]=2)=[CH:18][CH:19]=1, predict the reactants needed to synthesize it. (3) Given the product [Cl:1][C:2]1[C:3]2[C:18]([N+:21]([O-:23])=[O:22])=[C:17]([OH:19])[C:16]([OH:20])=[CH:15][C:4]=2[S:5][C:6]=1[C:7]([N:9]1[CH2:10][CH2:11][O:12][CH2:13][CH2:14]1)=[O:8], predict the reactants needed to synthesize it. The reactants are: [Cl:1][C:2]1[C:3]2[CH:18]=[C:17]([OH:19])[C:16]([OH:20])=[CH:15][C:4]=2[S:5][C:6]=1[C:7]([N:9]1[CH2:14][CH2:13][O:12][CH2:11][CH2:10]1)=[O:8].[N+:21]([O-])([O-:23])=[O:22].[K+]. (4) Given the product [CH2:11]([C@H:18]1[CH2:19][N:20]([C:24]2[CH:29]=[CH:28][C:27]([O:30][CH3:31])=[C:26]([O:32][CH:33]([F:35])[F:34])[CH:25]=2)[CH2:21][CH2:22][N:23]1[C:8](=[O:10])[CH2:7][C:2]1[N:1]=[CH:6][CH:5]=[CH:4][N:3]=1)[C:12]1[CH:13]=[CH:14][CH:15]=[CH:16][CH:17]=1, predict the reactants needed to synthesize it. The reactants are: [N:1]1[CH:6]=[CH:5][CH:4]=[N:3][C:2]=1[CH2:7][C:8]([OH:10])=O.[CH2:11]([C@@H:18]1[NH:23][CH2:22][CH2:21][N:20]([C:24]2[CH:29]=[CH:28][C:27]([O:30][CH3:31])=[C:26]([O:32][CH:33]([F:35])[F:34])[CH:25]=2)[CH2:19]1)[C:12]1[CH:17]=[CH:16][CH:15]=[CH:14][CH:13]=1. (5) Given the product [C:1]([NH:4][C:5]1[N:9]([C:10]2[CH:15]=[C:14]([S:16][CH2:17][C:18]([F:19])([F:20])[F:21])[C:13]([CH3:22])=[CH:12][C:11]=2[F:23])[N:8]=[C:7]([O:24][C:40]([F:48])([F:39])[C:41]([F:47])([F:46])[C:42]([F:45])([F:44])[F:43])[CH:6]=1)(=[O:3])[CH3:2], predict the reactants needed to synthesize it. The reactants are: [C:1]([NH:4][C:5]1[N:9]([C:10]2[CH:15]=[C:14]([S:16][CH2:17][C:18]([F:21])([F:20])[F:19])[C:13]([CH3:22])=[CH:12][C:11]=2[F:23])[N:8]=[C:7]([OH:24])[CH:6]=1)(=[O:3])[CH3:2].N1C=CC=CC=1.FC(F)(F)S([O-])(=O)=O.[F:39][C:40]([I+]C1C=CC=CC=1)([F:48])[C:41]([F:47])([F:46])[C:42]([F:45])([F:44])[F:43].